This data is from Forward reaction prediction with 1.9M reactions from USPTO patents (1976-2016). The task is: Predict the product of the given reaction. (1) Given the reactants Br[CH2:2][C:3]([C:5]([F:8])([F:7])[F:6])=O.[CH3:9][O:10][CH2:11][C:12]1[S:16][C:15]([NH2:17])=[N:14][N:13]=1.O, predict the reaction product. The product is: [CH3:9][O:10][CH2:11][C:12]1[S:16][C:15]2=[N:17][C:3]([C:5]([F:8])([F:7])[F:6])=[CH:2][N:14]2[N:13]=1. (2) Given the reactants [CH3:1][O:2][C:3](=[O:11])[C@@H:4]([N:8]=[C:9]=[O:10])[CH:5]([CH3:7])[CH3:6].[CH3:12][O:13][C:14]1[CH:19]=[C:18]([O:20][CH3:21])[CH:17]=[CH:16][C:15]=1[CH2:22][NH2:23].CCN(CC)CC, predict the reaction product. The product is: [CH3:12][O:13][C:14]1[CH:19]=[C:18]([O:20][CH3:21])[CH:17]=[CH:16][C:15]=1[CH2:22][NH:23][C:9](=[O:10])[NH:8][C@@H:4]([CH:5]([CH3:7])[CH3:6])[C:3]([O:2][CH3:1])=[O:11]. (3) Given the reactants [CH3:1][C:2]1(C)OC(=O)[CH:5]([CH:9]([C:20]2[C:28]3[C:23](=[C:24]([CH2:29][S:30][CH3:31])[CH:25]=[CH:26][CH:27]=3)[NH:22][CH:21]=2)[C:10]2[CH:15]=[CH:14][C:13]([C:16]([F:19])([F:18])[F:17])=[CH:12][CH:11]=2)[C:4](=[O:32])[O:3]1, predict the reaction product. The product is: [CH3:31][S:30][CH2:29][C:24]1[CH:25]=[CH:26][CH:27]=[C:28]2[C:23]=1[NH:22][CH:21]=[C:20]2[CH:9]([C:10]1[CH:11]=[CH:12][C:13]([C:16]([F:17])([F:18])[F:19])=[CH:14][CH:15]=1)[CH2:5][C:4]([O:3][CH2:2][CH3:1])=[O:32]. (4) The product is: [CH3:1][O:2][C:3]1[CH:12]=[CH:11][C:6]([C:7]([O:9][CH3:10])=[O:8])=[CH:5][CH:4]=1.[CH3:13][O:14][C:15]1[CH:22]=[CH:21][C:18]([OH:23])=[CH:17][CH:16]=1. Given the reactants [CH3:1][O:2][C:3]1[CH:12]=[CH:11][C:6]([C:7]([O:9][CH3:10])=[O:8])=[CH:5][CH:4]=1.[CH3:13][O:14][C:15]1[CH:22]=[CH:21][C:18](C=O)=[CH:17][CH:16]=1.[OH:23]OS([O-])=O.[K+].CCOC(C)=O, predict the reaction product. (5) Given the reactants [O:1]=[S:2]1(=[O:18])[CH2:6][CH2:5][CH2:4][N:3]1[C:7]1[CH:15]=[CH:14][C:10]([C:11]([OH:13])=O)=[CH:9][C:8]=1[O:16][CH3:17].[CH3:19][C:20]1[CH:25]=[C:24]([CH3:26])[CH:23]=[CH:22][C:21]=1[N:27]1[CH2:32][CH2:31][NH:30][CH2:29][CH2:28]1.O.[Cl-].COC1N=C(OC)N=C([N+]2(C)CCOCC2)N=1.O, predict the reaction product. The product is: [CH3:19][C:20]1[CH:25]=[C:24]([CH3:26])[CH:23]=[CH:22][C:21]=1[N:27]1[CH2:28][CH2:29][N:30]([C:11]([C:10]2[CH:14]=[CH:15][C:7]([N:3]3[CH2:4][CH2:5][CH2:6][S:2]3(=[O:1])=[O:18])=[C:8]([O:16][CH3:17])[CH:9]=2)=[O:13])[CH2:31][CH2:32]1. (6) Given the reactants [NH2:1][C:2]1[C:3]2[C:10]([C:11]3[CH:16]=[CH:15][C:14]([CH3:17])=[CH:13][CH:12]=3)=[C:9]([CH:18]=[CH:19][C:20]#[N:21])[N:8]([CH2:22][CH2:23][CH2:24][OH:25])[C:4]=2[N:5]=[CH:6][N:7]=1.C(O)(C(F)(F)F)=O, predict the reaction product. The product is: [NH2:1][C:2]1[C:3]2[C:10]([C:11]3[CH:12]=[CH:13][C:14]([CH3:17])=[CH:15][CH:16]=3)=[C:9](/[CH:18]=[CH:19]/[C:20]#[N:21])[N:8]([CH2:22][CH2:23][CH2:24][OH:25])[C:4]=2[N:5]=[CH:6][N:7]=1.[NH2:1][C:2]1[C:3]2[C:10]([C:11]3[CH:12]=[CH:13][C:14]([CH3:17])=[CH:15][CH:16]=3)=[C:9](/[CH:18]=[CH:19]\[C:20]#[N:21])[N:8]([CH2:22][CH2:23][CH2:24][OH:25])[C:4]=2[N:5]=[CH:6][N:7]=1. (7) Given the reactants Cl[C:2]1[CH:7]=[C:6]([Cl:8])[N:5]=[C:4]([NH2:9])[N:3]=1.[CH:10]1([NH2:15])[CH2:14][CH2:13][CH2:12][CH2:11]1.CCN(C(C)C)C(C)C, predict the reaction product. The product is: [Cl:8][C:6]1[N:5]=[C:4]([NH2:9])[N:3]=[C:2]([NH:15][CH:10]2[CH2:14][CH2:13][CH2:12][CH2:11]2)[CH:7]=1.